From a dataset of Full USPTO retrosynthesis dataset with 1.9M reactions from patents (1976-2016). Predict the reactants needed to synthesize the given product. (1) Given the product [ClH:50].[NH2:7][C@@H:8]1[CH2:13][CH2:12][CH2:11][N:10]([C:14]([C:16]2[CH:39]=[C:38]([O:40][CH3:41])[C:19]3[N:20]([CH2:34][CH2:35][O:36][CH3:37])[C:21]([C:23]4[N:31]([CH2:32][CH3:33])[C:26]5=[N:27][CH:28]=[CH:29][CH:30]=[C:25]5[CH:24]=4)=[N:22][C:18]=3[CH:17]=2)=[O:15])[CH2:9]1, predict the reactants needed to synthesize it. The reactants are: C(OC(=O)[NH:7][C@@H:8]1[CH2:13][CH2:12][CH2:11][N:10]([C:14]([C:16]2[CH:39]=[C:38]([O:40][CH3:41])[C:19]3[N:20]([CH2:34][CH2:35][O:36][CH3:37])[C:21]([C:23]4[N:31]([CH2:32][CH3:33])[C:26]5=[N:27][CH:28]=[CH:29][CH:30]=[C:25]5[CH:24]=4)=[N:22][C:18]=3[CH:17]=2)=[O:15])[CH2:9]1)(C)(C)C.C(O)(C(F)(F)F)=O.[Cl:50]CCl. (2) The reactants are: [CH3:1][S:2]([O:5][C:6]1[CH:11]=[CH:10][C:9]([CH2:12][CH2:13][CH2:14]CS([O-])(=O)=O)=[CH:8][CH:7]=1)(=[O:4])=[O:3].[CH2:20]([O:22][CH:23]([CH2:29][C:30]1[CH:35]=[CH:34][CH:33]=[C:32]([OH:36])[CH:31]=1)[C:24]([O:26][CH2:27][CH3:28])=[O:25])[CH3:21].C(=O)([O-])[O-].[K+].[K+]. Given the product [CH2:20]([O:22][CH:23]([CH2:29][C:30]1[CH:35]=[CH:34][CH:33]=[C:32]([O:36][CH2:14][CH2:13][CH2:12][C:9]2[CH:8]=[CH:7][C:6]([O:5][S:2]([CH3:1])(=[O:3])=[O:4])=[CH:11][CH:10]=2)[CH:31]=1)[C:24]([O:26][CH2:27][CH3:28])=[O:25])[CH3:21], predict the reactants needed to synthesize it. (3) Given the product [ClH:1].[ClH:19].[Cl:1][C:2]1[N:6]([CH3:7])[N:5]=[C:4]([CH3:8])[C:3]=1[CH2:9][S:10][C:11]1[N:16]=[C:15]([OH:17])[CH:14]=[C:13]([CH3:18])[N:12]=1, predict the reactants needed to synthesize it. The reactants are: [Cl:1][C:2]1[N:6]([CH3:7])[N:5]=[C:4]([CH3:8])[C:3]=1[CH2:9][S:10][C:11]1[N:16]=[C:15]([OH:17])[CH:14]=[C:13]([CH3:18])[N:12]=1.[ClH:19].O1CCOCC1.